Dataset: Forward reaction prediction with 1.9M reactions from USPTO patents (1976-2016). Task: Predict the product of the given reaction. (1) Given the reactants Cl[C:2]1[N:7]=[C:6]([C:8]2[C:9]([C:17]3[CH:18]=[CH:19][C:20](OC)=[C:21]([NH:23][C:24](=[O:31])[CH2:25][C:26]4[S:27][CH:28]=[CH:29][CH:30]=4)[CH:22]=3)=[N:10][N:11]3[CH:16]=[CH:15][CH:14]=[CH:13][C:12]=23)[CH:5]=[CH:4][N:3]=1.Cl.Cl.CN(C)CCO[C:41]1[CH:42]=[C:43]([CH:45]=[CH:46][CH:47]=1)[NH2:44], predict the reaction product. The product is: [NH2:7][CH:6]1[CH2:8][C:41]2[CH:42]=[C:43]([NH:44][C:2]3[N:7]=[C:6]([C:8]4[C:9]([C:17]5[CH:22]=[C:21]([NH:23][C:24](=[O:31])[CH2:25][C:26]6[S:27][CH:28]=[CH:29][CH:30]=6)[CH:20]=[CH:19][CH:18]=5)=[N:10][N:11]5[CH:16]=[CH:15][CH:14]=[CH:13][C:12]=45)[CH:5]=[CH:4][N:3]=3)[CH:45]=[CH:46][C:47]=2[CH2:4][CH2:5]1. (2) The product is: [CH:44]1([C:47]([N:29]2[CH2:30][CH2:31][C:20]3[C:21](=[N:22][C:23]([NH:24][CH:25]([CH3:27])[CH3:26])=[C:18]([N:15]4[CH2:14][CH2:13][CH:12]([O:11][C:10]5[CH:32]=[CH:33][C:34]([F:36])=[CH:35][C:9]=5[F:8])[CH2:17][CH2:16]4)[N:19]=3)[CH2:28]2)=[O:48])[CH2:46][CH2:45]1. Given the reactants OC(C(F)(F)F)=O.[F:8][C:9]1[CH:35]=[C:34]([F:36])[CH:33]=[CH:32][C:10]=1[O:11][CH:12]1[CH2:17][CH2:16][N:15]([C:18]2[N:19]=[C:20]3[CH2:31][CH2:30][NH:29][CH2:28][C:21]3=[N:22][C:23]=2[NH:24][CH:25]([CH3:27])[CH3:26])[CH2:14][CH2:13]1.C(N(CC)CC)C.[CH:44]1([C:47](Cl)=[O:48])[CH2:46][CH2:45]1, predict the reaction product. (3) Given the reactants [C:1]1([CH2:7][O:8][N:9]2[C:15](=[O:16])[N:14]3[CH2:17][C@H:10]2[CH2:11][CH2:12][C@H:13]3[C:18]([OH:20])=O)[CH:6]=[CH:5][CH:4]=[CH:3][CH:2]=1.C(N(CC)CC)C.[I-].ClC1C=CC=C[N+]=1C.[CH3:37][N:38]([CH3:46])[C:39]1[CH:44]=[C:43]([NH2:45])[CH:42]=[CH:41][N:40]=1, predict the reaction product. The product is: [CH2:7]([O:8][N:9]1[C:15](=[O:16])[N:14]2[CH2:17][C@H:10]1[CH2:11][CH2:12][C@H:13]2[C:18]([NH:45][C:43]1[CH:42]=[CH:41][N:40]=[C:39]([N:38]([CH3:46])[CH3:37])[CH:44]=1)=[O:20])[C:1]1[CH:2]=[CH:3][CH:4]=[CH:5][CH:6]=1. (4) Given the reactants Br[C:2]1[CH:11]=[C:10]2[C:5]([CH:6]=[C:7]([C:12]3[CH:19]=[CH:18][C:15]([C:16]#[N:17])=[CH:14][CH:13]=3)[N:8]=[CH:9]2)=[CH:4][CH:3]=1.[Li]CCCC.[CH2:25]1[O:27][CH2:26]1, predict the reaction product. The product is: [OH:27][CH2:26][CH2:25][C:2]1[CH:11]=[C:10]2[C:5]([CH:6]=[C:7]([C:12]3[CH:19]=[CH:18][C:15]([C:16]#[N:17])=[CH:14][CH:13]=3)[N:8]=[CH:9]2)=[CH:4][CH:3]=1. (5) Given the reactants [NH2:1][C:2]1[CH:3]=[C:4]([CH:21]=[CH:22][C:23]=1[CH3:24])[O:5][C:6]1[CH:7]=[CH:8][C:9]2[N:10]([CH:12]=[C:13]([NH:15][C:16]([CH:18]3[CH2:20][CH2:19]3)=[O:17])[N:14]=2)[N:11]=1.[F:25][C:26]([F:37])([F:36])[C:27]1[CH:28]=[C:29]([CH:33]=[CH:34][CH:35]=1)[C:30](O)=[O:31].Cl.CN(C)CCCN=C=NCC.ON1C2C=CC=CC=2N=N1, predict the reaction product. The product is: [CH:18]1([C:16]([NH:15][C:13]2[N:14]=[C:9]3[CH:8]=[CH:7][C:6]([O:5][C:4]4[CH:21]=[CH:22][C:23]([CH3:24])=[C:2]([NH:1][C:30](=[O:31])[C:29]5[CH:33]=[CH:34][CH:35]=[C:27]([C:26]([F:25])([F:36])[F:37])[CH:28]=5)[CH:3]=4)=[N:11][N:10]3[CH:12]=2)=[O:17])[CH2:20][CH2:19]1. (6) Given the reactants [NH2:1][C:2]1[CH:22]=[CH:21][C:5]2[C:6]([CH3:20])([CH3:19])[CH2:7][CH:8]([NH:12][C:13](=[O:18])[C:14]([F:17])([F:16])[F:15])[C:9](=[O:11])[NH:10][C:4]=2[CH:3]=1.Cl[C:24]1[N:29]=[C:28]([NH:30][C:31]2[C:42]([F:43])=[CH:41][CH:40]=[CH:39][C:32]=2[C:33]([NH:35][CH2:36][C:37]#[CH:38])=[O:34])[C:27]([Cl:44])=[CH:26][N:25]=1, predict the reaction product. The product is: [Cl:44][C:27]1[C:28]([NH:30][C:31]2[C:42]([F:43])=[CH:41][CH:40]=[CH:39][C:32]=2[C:33]([NH:35][CH2:36][C:37]#[CH:38])=[O:34])=[N:29][C:24]([NH:1][C:2]2[CH:22]=[CH:21][C:5]3[C:6]([CH3:19])([CH3:20])[CH2:7][CH:8]([NH:12][C:13](=[O:18])[C:14]([F:17])([F:15])[F:16])[C:9](=[O:11])[NH:10][C:4]=3[CH:3]=2)=[N:25][CH:26]=1. (7) Given the reactants [C:1]([OH:12])(=O)[C:2]1[CH:10]=[C:8]([OH:9])[C:6]([OH:7])=[C:4]([OH:5])[CH:3]=1.C(Cl)CCl.[NH2:17][C:18]1[CH:23]=[CH:22][CH:21]=[CH:20][C:19]=1[C:24]1[NH:25][C:26]2[C:31]([CH:32]=1)=[CH:30][CH:29]=[CH:28][CH:27]=2, predict the reaction product. The product is: [OH:9][C:8]1[CH:10]=[C:2]([CH:3]=[C:4]([OH:5])[C:6]=1[OH:7])[C:1]([NH:17][C:18]1[CH:23]=[CH:22][CH:21]=[CH:20][C:19]=1[C:24]1[NH:25][C:26]2[C:31]([CH:32]=1)=[CH:30][CH:29]=[CH:28][CH:27]=2)=[O:12]. (8) Given the reactants [CH3:1][O:2][C:3]([C:5]1[CH:13]=[C:12]2[C:8]([C:9]([C:16]([NH2:18])=[O:17])=[CH:10][N:11]2[CH2:14][CH3:15])=[CH:7][CH:6]=1)=[O:4].CO[CH:21](OC)[CH2:22]Br, predict the reaction product. The product is: [CH2:14]([N:11]1[C:12]2[C:8](=[CH:7][CH:6]=[C:5]([C:3]([O:2][CH3:1])=[O:4])[CH:13]=2)[C:9]([C:16]2[O:17][CH:21]=[CH:22][N:18]=2)=[CH:10]1)[CH3:15]. (9) Given the reactants [O:1]=[O+][O-].[OH:4][C:5]1([CH:16]=C)[CH2:10][CH2:9][CH:8]([C:11]([O:13][CH2:14][CH3:15])=[O:12])[CH2:7][CH2:6]1.CSC, predict the reaction product. The product is: [CH:16]([C:5]1([OH:4])[CH2:6][CH2:7][CH:8]([C:11]([O:13][CH2:14][CH3:15])=[O:12])[CH2:9][CH2:10]1)=[O:1]. (10) Given the reactants [CH3:1][C:2]1[N:3]([C:8]2[CH:9]=[CH:10][C:11]([C:14]3[N:19]=[N:18][C:17]([N:20]([CH2:28][C:29]4([C:33]5[C:38]([F:39])=[CH:37][CH:36]=[CH:35][N:34]=5)[CH2:32][CH2:31][CH2:30]4)C(=O)OC(C)(C)C)=[CH:16][CH:15]=3)=[N:12][CH:13]=2)[C:4]([CH3:7])=[CH:5][CH:6]=1.C(O)(C(F)(F)F)=O, predict the reaction product. The product is: [CH3:7][C:4]1[N:3]([C:8]2[CH:9]=[CH:10][C:11]([C:14]3[N:19]=[N:18][C:17]([NH:20][CH2:28][C:29]4([C:33]5[C:38]([F:39])=[CH:37][CH:36]=[CH:35][N:34]=5)[CH2:30][CH2:31][CH2:32]4)=[CH:16][CH:15]=3)=[N:12][CH:13]=2)[C:2]([CH3:1])=[CH:6][CH:5]=1.